From a dataset of Reaction yield outcomes from USPTO patents with 853,638 reactions. Predict the reaction yield, written as a fraction of the theoretical maximum amount of product (1.0 means a 100% yield; for example, 0.34 means a 34% yield). The reactants are [Cl:1][C:2]1[CH:3]=[C:4]([NH:16][C:17]2[C:26]3[C:21](=[CH:22][CH:23]=[CH:24][C:25]=3[O:27][C@@H:28]([CH3:32])[C:29]([NH2:31])=[O:30])[N:20]=[CH:19][N:18]=2)[CH:5]=[CH:6][C:7]=1[O:8][CH2:9][C:10]1[CH:15]=[CH:14][CH:13]=[CH:12][N:11]=1.N1[CH2:37][CH2:36][C@@H:35]([OH:38])[CH2:34]1. The catalyst is O1CCCC1. The product is [Cl:1][C:2]1[CH:3]=[C:4]([NH:16][C:17]2[C:26]3[C:21](=[CH:22][CH:23]=[CH:24][C:25]=3[O:27][C@@H:28]([CH3:32])[C:29]([N:31]3[CH2:37][CH2:36][C@@H:35]([OH:38])[CH2:34]3)=[O:30])[N:20]=[CH:19][N:18]=2)[CH:5]=[CH:6][C:7]=1[O:8][CH2:9][C:10]1[CH:15]=[CH:14][CH:13]=[CH:12][N:11]=1. The yield is 0.210.